This data is from Catalyst prediction with 721,799 reactions and 888 catalyst types from USPTO. The task is: Predict which catalyst facilitates the given reaction. (1) Reactant: [NH2:1][C:2]1[CH:7]=[CH:6][C:5]([S:8]([NH:11][C:12]2[CH:13]=[CH:14][C:15]3[CH2:19][O:18][B:17]([OH:20])[C:16]=3[CH:21]=2)(=[O:10])=[O:9])=[C:4]([CH2:22][NH2:23])[CH:3]=1.C(N(CC)CC)C.[CH:31]1([S:34](Cl)(=[O:36])=[O:35])[CH2:33][CH2:32]1. Product: [NH2:1][C:2]1[CH:7]=[CH:6][C:5]([S:8]([NH:11][C:12]2[CH:13]=[CH:14][C:15]3[CH2:19][O:18][B:17]([OH:20])[C:16]=3[CH:21]=2)(=[O:9])=[O:10])=[C:4]([CH2:22][NH:23][S:34]([CH:31]2[CH2:33][CH2:32]2)(=[O:36])=[O:35])[CH:3]=1. The catalyst class is: 2. (2) Reactant: [F:1][C:2]1[C:7]2[O:8][C@@H:9]([CH2:12][OH:13])[CH2:10][O:11][C:6]=2[CH:5]=[CH:4][CH:3]=1.[C:14]1(C)[C:15]([S:20](Cl)(=[O:22])=[O:21])=[CH:16][CH:17]=[CH:18][CH:19]=1.[CH2:25](Cl)Cl. Product: [CH3:25][C:18]1[CH:19]=[CH:14][C:15]([S:20]([O:13][CH2:12][C@@H:9]2[O:8][C:7]3[C:2]([F:1])=[CH:3][CH:4]=[CH:5][C:6]=3[O:11][CH2:10]2)(=[O:21])=[O:22])=[CH:16][CH:17]=1. The catalyst class is: 142. (3) Reactant: [NH2:1][C:2]1[C:10]([Cl:11])=[CH:9][CH:8]=[CH:7][C:3]=1[C:4](O)=[O:5].CC[N:14]=C=NCCCN(C)C.Cl.C1C=CC2N(O)N=NC=2C=1.CN1CCOCC1.[NH4+].[OH-]. Product: [NH2:1][C:2]1[C:10]([Cl:11])=[CH:9][CH:8]=[CH:7][C:3]=1[C:4]([NH2:14])=[O:5]. The catalyst class is: 1. (4) Reactant: [Br:1][C:2]1[CH:7]=[C:6]([CH3:8])[C:5]([C:9]2[C:10](=[O:16])[CH2:11][CH2:12][C:13]=2[O:14][CH3:15])=[C:4]([CH2:17][CH3:18])[CH:3]=1.C([N-]C(C)C)(C)C.[Li+].[N+:27]([CH:30]=[CH2:31])([O-:29])=[O:28]. Product: [Br:1][C:2]1[CH:7]=[C:6]([CH3:8])[C:5]([C:9]2[C:10](=[O:16])[CH:11]([CH2:31][CH2:30][N+:27]([O-:29])=[O:28])[CH2:12][C:13]=2[O:14][CH3:15])=[C:4]([CH2:17][CH3:18])[CH:3]=1. The catalyst class is: 7. (5) Reactant: Cl[C:2]1[C:11]([N+:12]([O-:14])=[O:13])=[CH:10][CH:9]=[C:8]2[C:3]=1[C:4](=[O:15])[NH:5][CH:6]=[N:7]2.[CH3:16][NH2:17]. Product: [CH3:16][NH:17][C:2]1[C:11]([N+:12]([O-:14])=[O:13])=[CH:10][CH:9]=[C:8]2[C:3]=1[C:4](=[O:15])[NH:5][CH:6]=[N:7]2. The catalyst class is: 5. (6) Reactant: [CH:1]1([CH:4]([C:11]2[CH:16]=[C:15]([O:17][CH2:18][C:19]3[CH:20]=[N:21][C:22]([C:30]4[CH:35]=[C:34]([O:36][CH3:37])[CH:33]=[CH:32][C:31]=4[F:38])=[C:23]([CH2:25][C:26]([CH3:29])([CH3:28])[CH3:27])[CH:24]=3)[N:14]=[CH:13][N:12]=2)[CH2:5][C:6]([O:8]CC)=[O:7])[CH2:3][CH2:2]1.[OH-].[Na+].Cl. Product: [CH:1]1([CH:4]([C:11]2[CH:16]=[C:15]([O:17][CH2:18][C:19]3[CH:20]=[N:21][C:22]([C:30]4[CH:35]=[C:34]([O:36][CH3:37])[CH:33]=[CH:32][C:31]=4[F:38])=[C:23]([CH2:25][C:26]([CH3:29])([CH3:27])[CH3:28])[CH:24]=3)[N:14]=[CH:13][N:12]=2)[CH2:5][C:6]([OH:8])=[O:7])[CH2:2][CH2:3]1. The catalyst class is: 36. (7) Reactant: [CH:1]1[C:2](=O)[CH2:3][CH:4]2[C:9]=1[CH2:8][CH2:7][CH2:6][CH2:5]2.C(OCC)C.[CH3:16][Li:17].[Cl-].[NH4+].CCCCCC.C([Li])CCC. Product: [CH3:1][CH:2]1[CH2:3][CH:4]2[C:5](=[CH:6][CH:7]=[CH:8][CH2:9]2)[CH:16]1[Li:17]. The catalyst class is: 359. (8) The catalyst class is: 1. Reactant: [Cl:1][C:2]1[CH:7]=[CH:6][C:5]([N:8]2[CH2:13][CH2:12][N:11]([S:14](/[CH:17]=[CH:18]/[CH2:19][CH2:20][C:21]3[CH:22]=[N:23][CH:24]=[C:25]([Cl:27])[CH:26]=3)(=[O:16])=[O:15])[CH2:10][CH2:9]2)=[CH:4][CH:3]=1.[NH2:28][OH:29]. Product: [Cl:1][C:2]1[CH:7]=[CH:6][C:5]([N:8]2[CH2:9][CH2:10][N:11]([S:14]([CH2:17][CH:18]([NH:28][OH:29])[CH2:19][CH2:20][C:21]3[CH:22]=[N:23][CH:24]=[C:25]([Cl:27])[CH:26]=3)(=[O:15])=[O:16])[CH2:12][CH2:13]2)=[CH:4][CH:3]=1.